From a dataset of Catalyst prediction with 721,799 reactions and 888 catalyst types from USPTO. Predict which catalyst facilitates the given reaction. Reactant: [CH3:1][N:2]1[CH2:15][CH2:14][C:5]2[NH:6][C:7]3[CH:8]=[CH:9][C:10]([CH3:13])=[CH:11][C:12]=3[C:4]=2[CH2:3]1.[F:16][C:17]([F:30])([F:29])[C:18]1[N:23]=[CH:22][C:21](/[CH:24]=[CH:25]\[C:26]([OH:28])=[O:27])=[CH:20][CH:19]=1.[OH-].[K+]. Product: [F:29][C:17]([F:16])([F:30])[C:18]1[N:23]=[CH:22][C:21]([CH2:24][CH:25]([N:6]2[C:7]3[CH:8]=[CH:9][C:10]([CH3:13])=[CH:11][C:12]=3[C:4]3[CH2:3][N:2]([CH3:1])[CH2:15][CH2:14][C:5]2=3)[C:26]([OH:28])=[O:27])=[CH:20][CH:19]=1. The catalyst class is: 37.